From a dataset of Forward reaction prediction with 1.9M reactions from USPTO patents (1976-2016). Predict the product of the given reaction. (1) Given the reactants [C:1]([O:5][C:6](=[O:16])[NH:7][C:8]1[CH:9]=[N:10][C:11]([Cl:15])=[CH:12][C:13]=1[I:14])([CH3:4])([CH3:3])[CH3:2].[H-].[Na+].I[CH3:20], predict the reaction product. The product is: [C:1]([O:5][C:6](=[O:16])[N:7]([C:8]1[CH:9]=[N:10][C:11]([Cl:15])=[CH:12][C:13]=1[I:14])[CH3:20])([CH3:4])([CH3:2])[CH3:3]. (2) Given the reactants [Cl:1][C:2]1[CH:7]=[C:6]([F:8])[CH:5]=[CH:4][C:3]=1[CH:9]1[CH2:14][CH:13]([OH:15])[CH2:12][N:11]2[N:16]=[C:17]([NH:19][CH:20]3[CH2:25][CH2:24][N:23](C(OC(C)(C)C)=O)[CH2:22][CH2:21]3)[N:18]=[C:10]12.Cl.[Cl:34][C:35]1[CH:40]=[C:39](F)[CH:38]=[CH:37][N:36]=1, predict the reaction product. The product is: [Cl:1][C:2]1[CH:7]=[C:6]([F:8])[CH:5]=[CH:4][C:3]=1[CH:9]1[CH2:14][CH:13]([OH:15])[CH2:12][N:11]2[N:16]=[C:17]([NH:19][CH:20]3[CH2:21][CH2:22][N:23]([C:39]4[CH:38]=[CH:37][N:36]=[C:35]([Cl:34])[CH:40]=4)[CH2:24][CH2:25]3)[N:18]=[C:10]12.